Predict the reaction yield, written as a fraction of the theoretical maximum amount of product (1.0 means a 100% yield; for example, 0.34 means a 34% yield). From a dataset of Reaction yield outcomes from USPTO patents with 853,638 reactions. The reactants are [CH2:1]([N:5]1[C:14](=[O:15])[C:13]([C:16]#[N:17])=[C:12]2[C:7]([C:8](=O)[CH2:9][CH2:10][CH2:11]2)=[CH:6]1)[CH2:2][CH2:3][CH3:4].[Na]. The catalyst is C1COCC1. The product is [CH2:1]([N:5]1[C:14](=[O:15])[C:13]([C:16]#[N:17])=[C:12]2[C:7]([CH2:8][CH2:9][CH2:10][CH2:11]2)=[CH:6]1)[CH2:2][CH2:3][CH3:4]. The yield is 0.750.